Predict the product of the given reaction. From a dataset of Forward reaction prediction with 1.9M reactions from USPTO patents (1976-2016). Given the reactants [F:1][C:2]([F:26])([C:14](=O)[C:15]1[C:16]([C:21]([F:24])([F:23])[F:22])=[N:17][CH:18]=[CH:19][CH:20]=1)[C:3](=[CH2:13])[CH2:4][NH:5]C(=O)OC(C)(C)C.Cl, predict the reaction product. The product is: [F:1][C:2]1([F:26])[C:14]([C:15]2[C:16]([C:21]([F:24])([F:23])[F:22])=[N:17][CH:18]=[CH:19][CH:20]=2)=[N:5][CH2:4][C:3]1=[CH2:13].